From a dataset of Reaction yield outcomes from USPTO patents with 853,638 reactions. Predict the reaction yield, written as a fraction of the theoretical maximum amount of product (1.0 means a 100% yield; for example, 0.34 means a 34% yield). (1) The product is [CH2:18]([N:25]1[CH2:11][C:3]2[C:4](=[C:5]([F:8])[CH:6]=[CH:7][C:2]=2[Br:1])[CH2:9]1)[C:19]1[CH:24]=[CH:23][CH:22]=[CH:21][CH:20]=1. The catalyst is CC#N. The reactants are [Br:1][C:2]1[CH:7]=[CH:6][C:5]([F:8])=[C:4]([CH2:9]Br)[C:3]=1[CH2:11]Br.C(=O)([O-])O.[K+].[CH2:18]([NH2:25])[C:19]1[CH:24]=[CH:23][CH:22]=[CH:21][CH:20]=1. The yield is 0.460. (2) The reactants are C[O:2][C:3](=[O:15])[C:4]([C:6]1[C:14]2[C:9](=[N:10][CH:11]=[CH:12][CH:13]=2)[NH:8][CH:7]=1)=[O:5].C([O-])([O-])=O.[K+:20].[K+]. The catalyst is CO.O. The product is [NH:8]1[C:9]2[C:14](=[CH:13][CH:12]=[CH:11][N:10]=2)[C:6]([C:4](=[O:5])[C:3]([O-:15])=[O:2])=[CH:7]1.[K+:20]. The yield is 0.904.